This data is from Full USPTO retrosynthesis dataset with 1.9M reactions from patents (1976-2016). The task is: Predict the reactants needed to synthesize the given product. (1) Given the product [Br:18][C:3]12[CH2:9][CH:7]3[CH2:6][CH:5]([CH2:10][C:1]([C:11]([OH:13])=[O:12])([CH2:8]3)[CH2:2]1)[CH2:4]2, predict the reactants needed to synthesize it. The reactants are: [C:1]12([C:11]([OH:13])=[O:12])[CH2:10][CH:5]3[CH2:6][CH:7]([CH2:9][CH:3]([CH2:4]3)[CH2:2]1)[CH2:8]2.[Al+3].[Cl-].[Cl-].[Cl-].[Br:18]Br. (2) Given the product [CH3:16][O:15][C:14]1[C:13]([O:17][CH3:18])=[CH:12][CH:11]=[C:10]([C:19]2[CH:27]=[CH:26][CH:25]=[C:24]3[C:20]=2[CH2:21][CH2:22][C:23]3=[O:28])[C:9]=1[O:8][CH2:7][C:3]1([CH2:2][NH:1][C:32](=[O:33])[CH2:31][O:30][CH3:29])[CH2:4][O:5][CH2:6]1, predict the reactants needed to synthesize it. The reactants are: [NH2:1][CH2:2][C:3]1([CH2:7][O:8][C:9]2[C:14]([O:15][CH3:16])=[C:13]([O:17][CH3:18])[CH:12]=[CH:11][C:10]=2[C:19]2[CH:27]=[CH:26][CH:25]=[C:24]3[C:20]=2[CH2:21][CH2:22][C:23]3=[O:28])[CH2:6][O:5][CH2:4]1.[CH3:29][O:30][CH2:31][C:32](O)=[O:33].Cl.CN(C)CCCN=C=NCC.ON1C2N=CC=CC=2N=N1. (3) Given the product [C:27]([OH:40])(=[O:39])[CH:28]=[CH2:29].[NH2:10][C:11]([O:12][CH2:13][CH3:14])=[O:62], predict the reactants needed to synthesize it. The reactants are: C([N:10]=[C:11]=[O:12])CCCCCN=C=O.[CH:13]1C=C(CN=C=O)C=C(CN=C=O)[CH:14]=1.[C:27]([O-:40])(=[O:39])[CH2:28][CH2:29]CCCCCCCCC.C([Sn+2]CCCC)CCC.C([O-])(=[O:62])CCCCCCCCCCC.COC1C=CC(O)=CC=1. (4) The reactants are: C(N(CC)CC)C.[CH3:8][S:9](Cl)(=[O:11])=[O:10].Cl.[CH3:14][O:15][C:16]1[CH:21]=[CH:20][C:19]([C:22]2[N:23]=[C:24]([C:37]([N:39]3[CH2:44][CH2:43][CH2:42][CH2:41][CH2:40]3)=[O:38])[O:25][C:26]=2[C:27]2[CH:36]=[CH:35][C:30]([O:31][CH2:32][CH2:33][NH2:34])=[CH:29][CH:28]=2)=[CH:18][CH:17]=1. Given the product [CH3:14][O:15][C:16]1[CH:17]=[CH:18][C:19]([C:22]2[N:23]=[C:24]([C:37]([N:39]3[CH2:44][CH2:43][CH2:42][CH2:41][CH2:40]3)=[O:38])[O:25][C:26]=2[C:27]2[CH:36]=[CH:35][C:30]([O:31][CH2:32][CH2:33][NH:34][S:9]([CH3:8])(=[O:11])=[O:10])=[CH:29][CH:28]=2)=[CH:20][CH:21]=1, predict the reactants needed to synthesize it. (5) Given the product [C:32]([O:31][C:29]([N:17]([CH:13]1[CH2:12][C:11]2[CH:36]=[C:7]([O:6][CH2:5][C:4]([OH:37])=[O:3])[CH:8]=[CH:9][C:10]=2[CH2:16][CH2:15][CH2:14]1)[CH2:18][C@H:19]([OH:28])[CH2:20][O:21][C:22]1[CH:27]=[CH:26][CH:25]=[CH:24][CH:23]=1)=[O:30])([CH3:35])([CH3:33])[CH3:34], predict the reactants needed to synthesize it. The reactants are: C([O:3][C:4](=[O:37])[CH2:5][O:6][C:7]1[CH:8]=[CH:9][C:10]2[CH2:16][CH2:15][CH2:14][CH:13]([N:17]([C:29]([O:31][C:32]([CH3:35])([CH3:34])[CH3:33])=[O:30])[CH2:18][C@H:19]([OH:28])[CH2:20][O:21][C:22]3[CH:27]=[CH:26][CH:25]=[CH:24][CH:23]=3)[CH2:12][C:11]=2[CH:36]=1)C.[OH-].[Na+].Cl. (6) The reactants are: [Si:1]([O:8][C@@H:9]([C@@H:11]([N:18]1[CH:26]=[N:25][C:24]2[C:19]1=[N:20][CH:21]=[N:22][C:23]=2Cl)[CH2:12][CH2:13][CH2:14][CH2:15][CH2:16][CH3:17])[CH3:10])([C:4]([CH3:7])([CH3:6])[CH3:5])([CH3:3])[CH3:2].[NH3:28].ClCCl.[CH3:32][OH:33]. Given the product [Si:1]([O:8][C@@H:9]([C@@H:11]([N:18]1[CH:26]=[N:25][C:24]2[C:19]1=[N:20][CH:21]=[N:22][C:23]=2[NH2:28])[CH2:12][CH2:13][CH2:14][CH2:15][CH2:16][CH3:17])[CH3:10])([C:4]([CH3:7])([CH3:6])[CH3:5])([CH3:3])[CH3:2].[CH3:32][O:33][C:23]1[N:22]=[CH:21][N:20]=[C:19]2[C:24]=1[N:25]=[CH:26][NH:18]2, predict the reactants needed to synthesize it.